Dataset: Reaction yield outcomes from USPTO patents with 853,638 reactions. Task: Predict the reaction yield, written as a fraction of the theoretical maximum amount of product (1.0 means a 100% yield; for example, 0.34 means a 34% yield). (1) The reactants are [OH:1][CH:2]([C:6]1[S:10][C:9]([C:11](=O)[CH2:12][CH2:13][C:14](=O)[CH:15]([C:23]2[CH:28]=[CH:27][C:26]([S:29][CH3:30])=[CH:25][N:24]=2)[CH2:16][CH:17]2[CH2:22][CH2:21][O:20][CH2:19][CH2:18]2)=[N:8][CH:7]=1)[CH2:3][O:4][CH3:5].C([O-])(=O)C.[NH4+:37].C(=O)([O-])O.[Na+]. The catalyst is C(O)(=O)C.C(OCC)(=O)C. The product is [CH3:5][O:4][CH2:3][CH:2]([C:6]1[S:10][C:9]([C:11]2[NH:37][C:14]([CH:15]([C:23]3[CH:28]=[CH:27][C:26]([S:29][CH3:30])=[CH:25][N:24]=3)[CH2:16][CH:17]3[CH2:22][CH2:21][O:20][CH2:19][CH2:18]3)=[CH:13][CH:12]=2)=[N:8][CH:7]=1)[OH:1]. The yield is 0.640. (2) The reactants are [CH3:1][C:2]1([CH3:20])[C:6]([CH3:8])([CH3:7])[O:5][B:4]([C:9]2[C:18]3[C:13](=[CH:14][CH:15]=[CH:16][CH:17]=3)[CH:12]=[CH:11][C:10]=2[CH3:19])[O:3]1.[Br:21]N1C(=O)CCC1=O. The catalyst is C(Cl)(Cl)(Cl)Cl.C(OOC(=O)C1C=CC=CC=1)(=O)C1C=CC=CC=1. The product is [Br:21][CH2:19][C:10]1[CH:11]=[CH:12][C:13]2[C:18](=[CH:17][CH:16]=[CH:15][CH:14]=2)[C:9]=1[B:4]1[O:3][C:2]([CH3:20])([CH3:1])[C:6]([CH3:7])([CH3:8])[O:5]1. The yield is 0.990. (3) The reactants are CC1(C)CCCC(C)(C)N1.[Li]CCCC.[C:16]1([S:22]([N:25]2[CH:29]=[CH:28][CH:27]=[CH:26]2)(=[O:24])=[O:23])[CH:21]=[CH:20][CH:19]=[CH:18][CH:17]=1.[CH3:30][C:31]1[N:36]=[C:35]([CH:37]=[O:38])[CH:34]=[CH:33][CH:32]=1. The catalyst is C1COCC1.CCCCCC.O. The product is [C:16]1([S:22]([N:25]2[CH:26]=[CH:27][CH:28]=[C:29]2[CH:37]([C:35]2[CH:34]=[CH:33][CH:32]=[C:31]([CH3:30])[N:36]=2)[OH:38])(=[O:24])=[O:23])[CH:17]=[CH:18][CH:19]=[CH:20][CH:21]=1. The yield is 0.770. (4) The product is [F:1][C:2]1[C:3]([N:17]=[CH:18][N:19]2[CH2:21][CH2:24][CH2:23][CH2:20]2)=[N:4][C:5]([O:8][CH2:9][C:10]2[CH:11]=[CH:12][C:13]([F:16])=[CH:14][CH:15]=2)=[N:6][CH:7]=1. The reactants are [F:1][C:2]1[C:3]([N:17]=[CH:18][N:19]([CH3:21])[CH3:20])=[N:4][C:5]([O:8][CH2:9][C:10]2[CH:15]=[CH:14][C:13]([F:16])=[CH:12][CH:11]=2)=[N:6][CH:7]=1.N1CC[CH2:24][CH2:23]1.C12(CS(O)(=O)=O)C(C)(C)C(CC1)CC2=O. The catalyst is C1(C)C=CC=CC=1. The yield is 0.530. (5) The reactants are [CH2:1]([N:8]([CH2:16][C:17]1[CH:22]=[CH:21][CH:20]=[CH:19][CH:18]=1)[CH2:9][CH2:10][C:11]([O:13]CC)=O)[C:2]1[CH:7]=[CH:6][CH:5]=[CH:4][CH:3]=1.[CH2:23]([Mg]Br)[CH3:24].[NH4+].[Cl-]. The catalyst is CCOCC.CC(C)[O-].[Ti+4].CC(C)[O-].CC(C)[O-].CC(C)[O-]. The product is [CH2:16]([N:8]([CH2:1][C:2]1[CH:3]=[CH:4][CH:5]=[CH:6][CH:7]=1)[CH2:9][CH2:10][C:11]1([OH:13])[CH2:24][CH2:23]1)[C:17]1[CH:18]=[CH:19][CH:20]=[CH:21][CH:22]=1. The yield is 0.880. (6) The reactants are [C:1]([CH:3]1[CH2:6][N:5]([C:7](=[O:39])[C@H:8]([NH:10][C:11]([C:13]2[C:21]3[C:16](=[N:17][CH:18]=[C:19]([C:22]4[CH:23]=[C:24]([CH:28]=[CH:29][CH:30]=4)[C:25](O)=[O:26])[N:20]=3)[N:15]([CH2:31][O:32][CH2:33][CH2:34][Si:35]([CH3:38])([CH3:37])[CH3:36])[CH:14]=2)=[O:12])[CH3:9])[CH2:4]1)#[N:2].CN(C(ON1N=[N:55][C:50]2[CH:51]=CC=N[C:49]1=2)=[N+](C)C)C.F[P-](F)(F)(F)(F)F.C(N)(C)C. The catalyst is CN(C=O)C. The product is [C:1]([CH:3]1[CH2:4][N:5]([C:7](=[O:39])[C@H:8]([NH:10][C:11]([C:13]2[C:21]3[C:16](=[N:17][CH:18]=[C:19]([C:22]4[CH:30]=[CH:29][CH:28]=[C:24]([C:25](=[O:26])[NH:55][CH:50]([CH3:51])[CH3:49])[CH:23]=4)[N:20]=3)[N:15]([CH2:31][O:32][CH2:33][CH2:34][Si:35]([CH3:37])([CH3:36])[CH3:38])[CH:14]=2)=[O:12])[CH3:9])[CH2:6]1)#[N:2]. The yield is 0.690.